This data is from Forward reaction prediction with 1.9M reactions from USPTO patents (1976-2016). The task is: Predict the product of the given reaction. (1) Given the reactants [CH2:1]([C:4]1[N:8]([C:9]2[CH:14]=[CH:13][C:12]([C:15]([NH:17][CH2:18][CH2:19][CH3:20])=[O:16])=[CH:11][CH:10]=2)[N:7]=[N:6][C:5]=1[C:21]([OH:23])=O)[CH2:2][CH3:3].C1C=C[C:27]2N(O)N=[N:30][C:28]=2[CH:29]=1.C1(N)CC1.CCN=C=NCCCN(C)C, predict the reaction product. The product is: [CH:28]1([NH:30][C:21]([C:5]2[N:6]=[N:7][N:8]([C:9]3[CH:10]=[CH:11][C:12]([C:15]([NH:17][CH2:18][CH2:19][CH3:20])=[O:16])=[CH:13][CH:14]=3)[C:4]=2[CH2:1][CH2:2][CH3:3])=[O:23])[CH2:29][CH2:27]1. (2) Given the reactants C[O:2][C:3](=[O:10])[C@@H:4]([NH:6][C:7](=[O:9])[CH3:8])[CH3:5].[Si](C=[N+]=[N-])(C)(C)C, predict the reaction product. The product is: [C:7]([NH:6][C:4](=[CH2:5])[C:3]([OH:10])=[O:2])(=[O:9])[CH3:8].